Dataset: Forward reaction prediction with 1.9M reactions from USPTO patents (1976-2016). Task: Predict the product of the given reaction. (1) Given the reactants [N+:1]([C:4]1[CH:5]=[C:6]([C:22]([C:24]2[CH:39]=[CH:38][CH:37]=[CH:36][C:25]=2[C:26]([O:28][CH2:29]C2C=CC=CC=2)=[O:27])=[O:23])[CH:7]=[CH:8][C:9]=1[NH:10][CH2:11][C:12](=[O:21])OCC1C=CC=CC=1)([O-])=O.C[Si](C=[N+]=[N-])(C)C.CCCCCC, predict the reaction product. The product is: [O:21]=[C:12]1[NH:1][C:4]2[C:9](=[CH:8][CH:7]=[C:6]([C:22]([C:24]3[CH:39]=[CH:38][CH:37]=[CH:36][C:25]=3[C:26]([O:28][CH3:29])=[O:27])=[O:23])[CH:5]=2)[NH:10][CH2:11]1. (2) Given the reactants [Cl:1][C:2]1[C:3]([N:9]2[CH:13]=[C:12]([CH2:14][CH2:15][CH2:16][OH:17])[C:11]([CH:18]([CH3:20])[CH3:19])=[N:10]2)=[N:4][CH:5]=[C:6]([Cl:8])[CH:7]=1.[CH2:21]([C:23]1[C:24](O)=[C:25]([CH2:29][C:30]([O:32][CH3:33])=[O:31])[CH:26]=[CH:27][CH:28]=1)[CH3:22].C(P(CCCC)CCCC)CCC.N(C(N1CCCCC1)=O)=NC(N1CCCCC1)=O, predict the reaction product. The product is: [Cl:1][C:2]1[C:3]([N:9]2[CH:13]=[C:12]([CH2:14][CH2:15][CH2:16][O:17][C:24]3[C:23]([CH2:21][CH3:22])=[CH:28][CH:27]=[CH:26][C:25]=3[CH2:29][C:30]([O:32][CH3:33])=[O:31])[C:11]([CH:18]([CH3:20])[CH3:19])=[N:10]2)=[N:4][CH:5]=[C:6]([Cl:8])[CH:7]=1. (3) Given the reactants [BH4-].[Na+].[OH:3][C:4]12[CH2:13][CH:8]3[CH2:9][CH:10]([CH2:12][CH:6]([C:7]3=[O:14])[CH2:5]1)[CH2:11]2.Cl, predict the reaction product. The product is: [C:4]12([OH:3])[CH2:13][CH:8]3[CH2:9][CH:10]([CH2:12][CH:6]([CH:7]3[OH:14])[CH2:5]1)[CH2:11]2. (4) Given the reactants [NH2:1][C:2]1[C:7]([C:8]2[CH:13]=[CH:12][C:11]([OH:14])=[CH:10][CH:9]=2)=[N:6][C:5](Br)=[CH:4][N:3]=1.[CH2:16]([NH:22][C:23]([C:25]1[CH:26]=[C:27](B(O)O)[CH:28]=[CH:29][CH:30]=1)=[O:24])[C:17]1[O:21][CH:20]=[CH:19][CH:18]=1.C([O-])([O-])=O.[Na+].[Na+], predict the reaction product. The product is: [NH2:1][C:2]1[N:3]=[CH:4][C:5]([C:29]2[CH:30]=[C:25]([CH:26]=[CH:27][CH:28]=2)[C:23]([NH:22][CH2:16][C:17]2[O:21][CH:20]=[CH:19][CH:18]=2)=[O:24])=[N:6][C:7]=1[C:8]1[CH:13]=[CH:12][C:11]([OH:14])=[CH:10][CH:9]=1. (5) Given the reactants [C:1]1(=[O:11])[NH:5][C:4](=[O:6])[C:3]2=[CH:7][CH:8]=[CH:9][CH:10]=[C:2]12.Cl.Cl[CH2:14][C:15]1[CH:16]=[N:17][C:18]([CH3:24])=[C:19]([O:22][CH3:23])[C:20]=1[CH3:21], predict the reaction product. The product is: [O:6]=[C:4]1[C:3]2[C:2](=[CH:10][CH:9]=[CH:8][CH:7]=2)[C:1](=[O:11])[N:5]1[CH2:14][C:15]1[CH:16]=[N:17][C:18]([CH3:24])=[C:19]([O:22][CH3:23])[C:20]=1[CH3:21]. (6) Given the reactants [Cl:1][CH2:2][CH:3]([CH2:14][Cl:15])[O:4][C:5]1[CH:10]=[CH:9][CH:8]=[CH:7][C:6]=1[N+:11]([O-:13])=[O:12].Cl[CH2:17][S:18]([C:21]1[C:30]2[C:25](=[CH:26][CH:27]=[CH:28][CH:29]=2)[CH:24]=[CH:23][CH:22]=1)(=[O:20])=[O:19].CC(C)([O-])C.[K+].Cl, predict the reaction product. The product is: [Cl:1][CH2:2][CH:3]([CH2:14][Cl:15])[O:4][C:5]1[C:6]([N+:11]([O-:13])=[O:12])=[C:7]([CH2:17][S:18]([C:21]2[C:30]3[C:25](=[CH:26][CH:27]=[CH:28][CH:29]=3)[CH:24]=[CH:23][CH:22]=2)(=[O:19])=[O:20])[CH:8]=[CH:9][CH:10]=1. (7) Given the reactants [OH:1][C:2]1[CH:11]=[C:10]2[C:5]([C:6]([CH2:23][C:24]3[CH:29]=[CH:28][C:27]([O:30][CH2:31][CH2:32][N:33]4[CH2:37][CH2:36][CH2:35][CH2:34]4)=[CH:26][CH:25]=3)=[C:7]([C:13]3[CH:18]=[CH:17][C:16]([C:19]([F:22])([F:21])[F:20])=[CH:15][CH:14]=3)[C:8](=[O:12])[O:9]2)=[CH:4][CH:3]=1.[CH2:38](O)[CH:39]=[CH2:40].C1(P(C2C=CC=CC=2)C2C=CC=CC=2)C=CC=CC=1.CC(OC(/N=N/C(OC(C)C)=O)=O)C, predict the reaction product. The product is: [CH2:40]([O:1][C:2]1[CH:11]=[C:10]2[C:5]([C:6]([CH2:23][C:24]3[CH:29]=[CH:28][C:27]([O:30][CH2:31][CH2:32][N:33]4[CH2:34][CH2:35][CH2:36][CH2:37]4)=[CH:26][CH:25]=3)=[C:7]([C:13]3[CH:18]=[CH:17][C:16]([C:19]([F:20])([F:21])[F:22])=[CH:15][CH:14]=3)[C:8](=[O:12])[O:9]2)=[CH:4][CH:3]=1)[CH:39]=[CH2:38]. (8) Given the reactants C(O[C:6]([N:8]1[CH2:12][C:11](=[N:13][O:14][CH3:15])[CH2:10][C@H:9]1[C:16]([OH:18])=O)=[O:7])(C)(C)C.[CH3:19][O:20][C:21]1[CH:26]=[CH:25][CH:24]=[CH:23][C:22]=1[C:27]1[CH:32]=[CH:31][C:30](C(O)=O)=[CH:29][CH:28]=1.[NH2:36][CH2:37][C@H:38]([C:40]1[CH:45]=[CH:44][CH:43]=[CH:42][CH:41]=1)[OH:39], predict the reaction product. The product is: [OH:39][C@@H:38]([C:40]1[CH:45]=[CH:44][CH:43]=[CH:42][CH:41]=1)[CH2:37][NH:36][C:16]([C@@H:9]1[CH2:10][C:11](=[N:13][O:14][CH3:15])[CH2:12][N:8]1[C:6]([C:30]1[CH:29]=[CH:28][C:27]([C:22]2[CH:23]=[CH:24][CH:25]=[CH:26][C:21]=2[O:20][CH3:19])=[CH:32][CH:31]=1)=[O:7])=[O:18].